From a dataset of Reaction yield outcomes from USPTO patents with 853,638 reactions. Predict the reaction yield, written as a fraction of the theoretical maximum amount of product (1.0 means a 100% yield; for example, 0.34 means a 34% yield). The reactants are [Li+].C[Si]([N-][Si](C)(C)C)(C)C.[C:11](#[N:14])[CH2:12][CH3:13].[C:15](OCC)(=[O:22])[C:16]1[CH:21]=[CH:20][CH:19]=[N:18][CH:17]=1. The catalyst is C1COCC1. The product is [CH3:13][CH:12]([C:15](=[O:22])[C:16]1[CH:17]=[N:18][CH:19]=[CH:20][CH:21]=1)[C:11]#[N:14]. The yield is 1.00.